From a dataset of Full USPTO retrosynthesis dataset with 1.9M reactions from patents (1976-2016). Predict the reactants needed to synthesize the given product. (1) Given the product [CH:16]1([C@H:20]([NH:22][C:23]2[N:31]=[C:30]([C:32]#[N:33])[N:29]=[C:28]3[C:24]=2[N:25]([CH2:34][C@H:35]2[CH2:36][CH2:37][C@H:38]([CH3:41])[CH2:39][CH2:40]2)[C:26]([CH2:42][C:43]([OH:44])([CH3:46])[CH3:45])=[N:27]3)[CH3:21])[CH2:19][CH2:18][CH2:17]1, predict the reactants needed to synthesize it. The reactants are: CC1(C)CCCC(C)(C)N1.[Li]CCCC.[CH:16]1([C@H:20]([NH:22][C:23]2[N:31]=[C:30]([C:32]#[N:33])[N:29]=[C:28]3[C:24]=2[N:25]([CH2:34][C@H:35]2[CH2:40][CH2:39][C@H:38]([CH3:41])[CH2:37][CH2:36]2)[CH:26]=[N:27]3)[CH3:21])[CH2:19][CH2:18][CH2:17]1.[CH3:42][C:43]1([CH3:46])[CH2:45][O:44]1. (2) Given the product [CH3:1][O:2][CH2:3][C:4]1[C:9]([CH:18]2[CH2:20][CH2:19]2)=[CH:8][CH:7]=[CH:6][C:5]=1[N:11]1[C:15](=[O:16])[N:14]([CH3:17])[N:13]=[N:12]1, predict the reactants needed to synthesize it. The reactants are: [CH3:1][O:2][CH2:3][C:4]1[C:9](Br)=[CH:8][CH:7]=[CH:6][C:5]=1[N:11]1[C:15](=[O:16])[N:14]([CH3:17])[N:13]=[N:12]1.[CH:18]1(B(O)O)[CH2:20][CH2:19]1.[F-].[Cs+]. (3) Given the product [I:34][C:2]1[C:3]2[C:8]([C:9]([C:16]3[CH:21]=[CH:20][CH:19]=[CH:18][CH:17]=3)=[C:10]3[C:15]=1[CH:14]=[CH:13][CH:12]=[CH:11]3)=[CH:7][CH:6]=[CH:5][CH:4]=2, predict the reactants needed to synthesize it. The reactants are: Br[C:2]1[C:3]2[C:8]([C:9]([C:16]3[CH:21]=[CH:20][CH:19]=[CH:18][CH:17]=3)=[C:10]3[C:15]=1[CH:14]=[CH:13][CH:12]=[CH:11]3)=[CH:7][CH:6]=[CH:5][CH:4]=2.C([Li])CCC.S([O-])([O-])(=O)=S.[Na+].[Na+].[I:34]I. (4) Given the product [F:1][C:2]1[CH:26]=[CH:25][C:5]([CH2:6][N:7]2[CH2:12][CH2:11][CH:10]3[C:9](=[C:18]([OH:20])[C:17](=[O:23])[N:16]([CH3:28])[C:13]3([CH3:14])[CH3:15])[C:8]2=[O:24])=[CH:4][CH:3]=1, predict the reactants needed to synthesize it. The reactants are: [F:1][C:2]1[CH:26]=[CH:25][C:5]([CH2:6][N:7]2[CH2:12][CH2:11][CH:10]([C:13]([NH:16][C:17](=[O:23])[C:18]([O:20]CC)=O)([CH3:15])[CH3:14])[CH2:9][C:8]2=[O:24])=[CH:4][CH:3]=1.[Li+].[CH3:28][Si]([N-][Si](C)(C)C)(C)C.CI. (5) Given the product [F:1][C:2]1[CH:3]=[C:4]([C:16]2[N:20]([C:21]3[CH:26]=[CH:25][CH:24]=[CH:23][CH:22]=3)[N:19]=[C:18]([NH:27][C:34]([C@H:31]3[CH2:30][C:29](=[O:28])[NH:33][CH2:32]3)=[O:35])[CH:17]=2)[CH:5]=[C:6]([CH2:8][O:9][C@H:10]([CH3:15])[C:11]([F:14])([F:12])[F:13])[CH:7]=1, predict the reactants needed to synthesize it. The reactants are: [F:1][C:2]1[CH:3]=[C:4]([C:16]2[N:20]([C:21]3[CH:26]=[CH:25][CH:24]=[CH:23][CH:22]=3)[N:19]=[C:18]([NH2:27])[CH:17]=2)[CH:5]=[C:6]([CH2:8][O:9][C@H:10]([CH3:15])[C:11]([F:14])([F:13])[F:12])[CH:7]=1.[O:28]=[C:29]1[NH:33][CH2:32][C@@H:31]([C:34](O)=[O:35])[CH2:30]1.CCN=C=NCCCN(C)C.Cl.O. (6) Given the product [F:10][C:11]1[CH:16]=[CH:15][C:14]([C:2]2[CH:6]=[CH:5][S:4][C:3]=2[C:7]([OH:9])=[O:8])=[CH:13][CH:12]=1, predict the reactants needed to synthesize it. The reactants are: Br[C:2]1[CH:6]=[CH:5][S:4][C:3]=1[C:7]([OH:9])=[O:8].[F:10][C:11]1[CH:16]=[CH:15][C:14](B(O)O)=[CH:13][CH:12]=1. (7) Given the product [CH3:9][C:3]1[CH:4]=[C:5]([CH3:8])[CH:6]=[CH:7][C:2]=1[B:10]1[O:14][C:13]([CH3:16])([CH3:15])[C:12]([CH3:18])([CH3:17])[O:11]1, predict the reactants needed to synthesize it. The reactants are: Br[C:2]1[CH:7]=[CH:6][C:5]([CH3:8])=[CH:4][C:3]=1[CH3:9].[B:10]1([B:10]2[O:14][C:13]([CH3:16])([CH3:15])[C:12]([CH3:18])([CH3:17])[O:11]2)[O:14][C:13]([CH3:16])([CH3:15])[C:12]([CH3:18])([CH3:17])[O:11]1.CC([O-])=O.[K+].O. (8) Given the product [Cl:1][C:2]1[CH:3]=[CH:4][C:5]2[O:10][CH:9]([C:11]([NH2:29])=[O:12])[O:8][C:7]([CH:20]3[CH2:25][CH2:24][CH2:23][CH2:22][CH2:21]3)([CH:14]3[CH2:19][CH2:18][CH2:17][CH2:16][CH2:15]3)[C:6]=2[CH:26]=1, predict the reactants needed to synthesize it. The reactants are: [Cl:1][C:2]1[CH:3]=[CH:4][C:5]2[O:10][CH:9]([C:11](O)=[O:12])[O:8][C:7]([CH:20]3[CH2:25][CH2:24][CH2:23][CH2:22][CH2:21]3)([CH:14]3[CH2:19][CH2:18][CH2:17][CH2:16][CH2:15]3)[C:6]=2[CH:26]=1.C(N1C=CN=C1)([N:29]1C=CN=C1)=O.[NH4+].[OH-]. (9) Given the product [F:22][Sb-:23]([F:28])([F:27])([F:26])([F:25])[F:24].[F:22][Sb-:23]([F:28])([F:27])([F:26])([F:25])[F:24].[Ni+2:11], predict the reactants needed to synthesize it. The reactants are: C([O-])(=O)CCCCCCC.[Ni+2:11].C([O-])(=O)CCCCCCC.[F:22][Sb-:23]([F:28])([F:27])([F:26])([F:25])[F:24].[H+]. (10) Given the product [Cl:15][C:12]1[CH:13]=[CH:14][C:9](/[CH:8]=[N:7]/[NH:6][C:4]([C:3]2[CH:20]=[C:21]([N:24]3[CH2:29][CH2:28][CH2:27][CH2:26][CH2:25]3)[CH:22]=[CH:23][C:2]=2[NH:1][C:44](=[O:45])[C:43]2[CH:47]=[CH:48][CH:49]=[C:41]([CH2:40][Cl:39])[CH:42]=2)=[O:5])=[CH:10][C:11]=1[C:16]([F:19])([F:17])[F:18], predict the reactants needed to synthesize it. The reactants are: [NH2:1][C:2]1[CH:23]=[CH:22][C:21]([N:24]2[CH2:29][CH2:28][CH2:27][CH2:26][CH2:25]2)=[CH:20][C:3]=1[C:4]([NH:6]/[N:7]=[CH:8]/[C:9]1[CH:14]=[CH:13][C:12]([Cl:15])=[C:11]([C:16]([F:19])([F:18])[F:17])[CH:10]=1)=[O:5].C(N(C(C)C)CC)(C)C.[Cl:39][CH2:40][C:41]1[CH:42]=[C:43]([CH:47]=[CH:48][CH:49]=1)[C:44](Cl)=[O:45].